Dataset: Peptide-MHC class I binding affinity with 185,985 pairs from IEDB/IMGT. Task: Regression. Given a peptide amino acid sequence and an MHC pseudo amino acid sequence, predict their binding affinity value. This is MHC class I binding data. (1) The peptide sequence is GLMWLSYFVA. The MHC is HLA-A02:02 with pseudo-sequence HLA-A02:02. The binding affinity (normalized) is 0.812. (2) The peptide sequence is PEGPLGQLL. The MHC is HLA-A02:01 with pseudo-sequence HLA-A02:01. The binding affinity (normalized) is 0.213.